From a dataset of Reaction yield outcomes from USPTO patents with 853,638 reactions. Predict the reaction yield, written as a fraction of the theoretical maximum amount of product (1.0 means a 100% yield; for example, 0.34 means a 34% yield). (1) The reactants are [F:1][C:2]1[CH:8]=[CH:7][C:5]([NH2:6])=[CH:4][C:3]=1[O:9][CH3:10].[CH:11](=O)/[CH:12]=[CH:13]/[CH3:14].[NH4+].[OH-]. The catalyst is Cl. The product is [F:1][C:2]1[CH:8]=[C:7]2[C:5](=[CH:4][C:3]=1[O:9][CH3:10])[N:6]=[C:13]([CH3:14])[CH:12]=[CH:11]2. The yield is 0.960. (2) The reactants are [Br:1][C:2]1[CH:3]=[CH:4]C2=[C:6]([CH:20]=1)CN(C)CC=C2C1C=CC(F)=CC=1.C(=O)([O-])[O-].[K+].[K+].[N:27]1[CH:32]=[CH:31][CH:30]=[CH:29][CH:28]=1. No catalyst specified. The product is [Br:1][C:2]1[CH:3]=[CH:4][C:28]2[CH2:29][CH2:30][CH2:31][CH2:32][NH:27][C:6]=2[CH:20]=1. The yield is 0.710. (3) The reactants are I[CH2:2][C@H:3]([CH3:16])[CH2:4][N:5]1[C:10]2[CH:11]=[CH:12][CH:13]=[CH:14][C:9]=2[O:8][CH2:7][C:6]1=[O:15].[CH2:17]([CH:21]1[CH2:26][CH2:25][NH:24][CH2:23][CH2:22]1)[CH2:18][CH2:19][CH3:20]. The catalyst is CC#N. The product is [CH2:17]([CH:21]1[CH2:26][CH2:25][N:24]([CH2:2][C@H:3]([CH3:16])[CH2:4][N:5]2[C:10]3[CH:11]=[CH:12][CH:13]=[CH:14][C:9]=3[O:8][CH2:7][C:6]2=[O:15])[CH2:23][CH2:22]1)[CH2:18][CH2:19][CH3:20]. The yield is 0.170. (4) The reactants are [CH:1]1([N:7]2[C:19](=[O:20])[C:11]3[NH:12][C:13]4[CH:14]=[CH:15][CH:16]=[CH:17][C:18]=4[C:10]=3[NH:9][C:8]2=[S:21])[CH2:6][CH2:5][CH2:4][CH2:3][CH2:2]1.[OH-].[K+].Cl[CH2:25][C:26]([OH:28])=[O:27]. The catalyst is CCO. The product is [CH:1]1([N:7]2[C:19](=[O:20])[C:11]3[NH:12][C:13]4[CH:14]=[CH:15][CH:16]=[CH:17][C:18]=4[C:10]=3[N:9]=[C:8]2[S:21][CH2:25][C:26]([OH:28])=[O:27])[CH2:2][CH2:3][CH2:4][CH2:5][CH2:6]1. The yield is 0.179.